From a dataset of Full USPTO retrosynthesis dataset with 1.9M reactions from patents (1976-2016). Predict the reactants needed to synthesize the given product. (1) Given the product [CH:19]([O:18][C:15]1[CH:16]=[CH:17][C:12]([C:10]([N:7]2[CH2:6][CH2:5][C:4]3([CH:3]([CH3:31])[CH:2]([O:1][CH:33]([CH3:34])[CH3:32])[C:30]4[C:25](=[CH:26][CH:27]=[CH:28][CH:29]=4)[O:24]3)[CH2:9][CH2:8]2)=[O:11])=[CH:13][C:14]=1[O:22][CH3:23])([CH3:20])[CH3:21], predict the reactants needed to synthesize it. The reactants are: [OH:1][CH:2]1[C:30]2[C:25](=[CH:26][CH:27]=[CH:28][CH:29]=2)[O:24][C:4]2([CH2:9][CH2:8][N:7]([C:10]([C:12]3[CH:17]=[CH:16][C:15]([O:18][CH:19]([CH3:21])[CH3:20])=[C:14]([O:22][CH3:23])[CH:13]=3)=[O:11])[CH2:6][CH2:5]2)[CH:3]1[CH3:31].[CH3:32][CH:33](O)[CH3:34].Cl. (2) Given the product [CH2:1]([O:3][C:4](=[O:41])[CH2:5][CH2:6][C:7]1[O:8][C:9]2[CH:40]=[CH:39][CH:38]=[CH:37][C:10]=2[C:11]=1[CH2:12][CH:13]1[CH2:17][CH2:16][CH2:15][N:14]1[C:18](=[O:36])[CH:19]([NH:23][C:24](=[O:35])[CH:25]([NH2:27])[CH3:26])[CH:20]([CH3:22])[CH3:21])[CH3:2], predict the reactants needed to synthesize it. The reactants are: [CH2:1]([O:3][C:4](=[O:41])[CH2:5][CH2:6][C:7]1[O:8][C:9]2[CH:40]=[CH:39][CH:38]=[CH:37][C:10]=2[C:11]=1[CH2:12][CH:13]1[CH2:17][CH2:16][CH2:15][N:14]1[C:18](=[O:36])[CH:19]([NH:23][C:24](=[O:35])[CH:25]([NH:27]C(OC(C)(C)C)=O)[CH3:26])[CH:20]([CH3:22])[CH3:21])[CH3:2].C(O)(C(F)(F)F)=O. (3) The reactants are: [NH2:1][C:2]1[C:7]([C:8]([NH:10][C@H:11]([C:13]2[CH:18]=[CH:17][C:16]([F:19])=[C:15]([F:20])[CH:14]=2)[CH3:12])=[O:9])=[C:6]([Cl:21])[N:5]=[CH:4][CH:3]=1.[Br:22]Br.N. Given the product [NH2:1][C:2]1[C:7]([C:8]([NH:10][C@H:11]([C:13]2[CH:18]=[CH:17][C:16]([F:19])=[C:15]([F:20])[CH:14]=2)[CH3:12])=[O:9])=[C:6]([Cl:21])[N:5]=[CH:4][C:3]=1[Br:22], predict the reactants needed to synthesize it. (4) Given the product [C:21]([O:20][C:18](=[O:19])[NH:17][C@H:14]1[CH2:15][CH2:16][N:12]([C:8]2[C:9]([F:11])=[CH:10][C:5]3[C:4](=[O:30])[NH:37][C:36](=[O:35])[N:26]([CH:27]4[CH2:28][CH2:29]4)[C:6]=3[N:46]=2)[CH2:13]1)([CH3:23])([CH3:22])[CH3:24], predict the reactants needed to synthesize it. The reactants are: C(O[C:4](=[O:30])[C:5]1[CH:10]=[C:9]([F:11])[C:8]([N:12]2[CH2:16][CH2:15][C@H:14]([NH:17][C:18]([O:20][C:21]([CH3:24])([CH3:23])[CH3:22])=[O:19])[CH2:13]2)=C(Cl)[C:6]=1[NH:26][CH:27]1[CH2:29][CH2:28]1)C.C([O:35][C:36](=O)[NH:37][C@H]1CCNC1)(C)(C)C.C([N:46](CC)CC)C. (5) Given the product [CH2:1]([O:3][C:4](=[O:21])[C:5]1[CH:6]=[C:7]([O:12][C:13]2[CH:18]=[CH:17][C:16]([C:19]#[N:20])=[CH:15][CH:14]=2)[CH:8]=[C:9]([O:11][CH2:36][C:32]2[CH:33]=[CH:34][CH:35]=[C:30]([CH2:29][NH:28][C:27]([O:26][C:22]([CH3:25])([CH3:24])[CH3:23])=[O:38])[CH:31]=2)[CH:10]=1)[CH3:2], predict the reactants needed to synthesize it. The reactants are: [CH2:1]([O:3][C:4](=[O:21])[C:5]1[CH:10]=[C:9]([OH:11])[CH:8]=[C:7]([O:12][C:13]2[CH:18]=[CH:17][C:16]([C:19]#[N:20])=[CH:15][CH:14]=2)[CH:6]=1)[CH3:2].[C:22]([O:26][C:27](=[O:38])[NH:28][CH2:29][C:30]1[CH:35]=[CH:34][CH:33]=[C:32]([CH2:36]Br)[CH:31]=1)([CH3:25])([CH3:24])[CH3:23]. (6) Given the product [OH:49][CH2:43][CH2:44][O:45][CH2:46][CH2:47][O:34][C:33](=[O:35])[CH2:32][N:9]([CH2:8][CH2:7][CH2:6][CH2:5][N:4]([CH2:1][CH2:2][CH3:3])[CH2:36][CH2:37][CH3:38])[CH2:10][C:11]1[CH:16]=[CH:15][C:14]([CH2:17][N:18]([CH2:26][C:27]2[NH:28][CH:29]=[CH:30][N:31]=2)[CH2:19][C:20]2[N:21]([CH3:25])[CH:22]=[CH:23][N:24]=2)=[CH:13][CH:12]=1, predict the reactants needed to synthesize it. The reactants are: [CH2:1]([N:4]([CH2:36][CH2:37][CH3:38])[CH2:5][CH2:6][CH2:7][CH2:8][N:9]([CH2:32][C:33]([OH:35])=[O:34])[CH2:10][C:11]1[CH:16]=[CH:15][C:14]([CH2:17][N:18]([CH2:26][C:27]2[NH:28][CH:29]=[CH:30][N:31]=2)[CH2:19][C:20]2[N:21]([CH3:25])[CH:22]=[CH:23][N:24]=2)=[CH:13][CH:12]=1)[CH2:2][CH3:3].C(Cl)(Cl)Cl.[CH2:43]([OH:49])[CH2:44][O:45][CH2:46][CH2:47]O. (7) Given the product [C:1]([O:5][C:6]([N:8]1[CH2:12][CH2:11][C:10]([NH:15][C:24]([C:26]2[N:27]=[N:28][C:29]([CH2:45][CH2:46][CH2:47][CH3:48])=[C:30]([C:32]3[CH:37]=[CH:36][C:35]([O:38][CH:39]4[CH2:40][CH2:41][CH2:42][CH2:43][CH2:44]4)=[CH:34][CH:33]=3)[CH:31]=2)=[O:23])([CH2:13][OH:14])[CH2:9]1)=[O:7])([CH3:4])([CH3:2])[CH3:3], predict the reactants needed to synthesize it. The reactants are: [C:1]([O:5][C:6]([N:8]1[CH2:12][CH2:11][C:10]([NH2:15])([CH2:13][OH:14])[CH2:9]1)=[O:7])([CH3:4])([CH3:3])[CH3:2].FC1C([O:23][C:24]([C:26]2[N:27]=[N:28][C:29]([CH2:45][CH2:46][CH2:47][CH3:48])=[C:30]([C:32]3[CH:37]=[CH:36][C:35]([O:38][CH:39]4[CH2:44][CH2:43][CH2:42][CH2:41][CH2:40]4)=[CH:34][CH:33]=3)[CH:31]=2)=O)=C(F)C(F)=C(F)C=1F.